From a dataset of Forward reaction prediction with 1.9M reactions from USPTO patents (1976-2016). Predict the product of the given reaction. (1) The product is: [C:1]([N:4]1[CH2:9][CH2:8][N:7]([C:10]2[N:15]3[CH:16]=[N:17][CH:18]=[C:14]3[C:13]([Cl:19])=[CH:12][C:11]=2[CH:20]([NH:22][C:24]2[N:32]=[CH:31][N:30]=[C:29]3[C:25]=2[N:26]=[CH:27][NH:28]3)[CH3:21])[CH2:6][CH2:5]1)(=[O:3])[CH3:2]. Given the reactants [C:1]([N:4]1[CH2:9][CH2:8][N:7]([C:10]2[N:15]3[CH:16]=[N:17][CH:18]=[C:14]3[C:13]([Cl:19])=[CH:12][C:11]=2[CH:20]([NH2:22])[CH3:21])[CH2:6][CH2:5]1)(=[O:3])[CH3:2].Br[C:24]1[N:32]=[CH:31][N:30]=[C:29]2[C:25]=1[N:26]=[CH:27][NH:28]2, predict the reaction product. (2) Given the reactants OS(O)(=O)=O.[O-]S([O-])(=O)=O.[Mg+2].[F:12][C:13]1[CH:14]=[C:15]([CH:19]=[C:20]([F:22])[CH:21]=1)[C:16]([OH:18])=[O:17].[CH3:23][C:24](O)([CH3:26])[CH3:25], predict the reaction product. The product is: [F:12][C:13]1[CH:14]=[C:15]([CH:19]=[C:20]([F:22])[CH:21]=1)[C:16]([O:18][C:24]([CH3:26])([CH3:25])[CH3:23])=[O:17]. (3) The product is: [Br-:25].[C:19]1([C:12]2([C:10]([O:9][C@@H:3]3[CH:4]4[CH2:7][CH2:8][N+:1]([CH2:26][C:27](=[O:28])[NH:29][C:30]5[CH:35]=[CH:34][CH:33]=[CH:32][N:31]=5)([CH2:6][CH2:5]4)[CH2:2]3)=[O:11])[CH2:18][CH2:17][CH2:16][CH2:15][CH2:14][CH2:13]2)[CH:20]=[CH:21][CH:22]=[CH:23][CH:24]=1. Given the reactants [N:1]12[CH2:8][CH2:7][CH:4]([CH2:5][CH2:6]1)[C@@H:3]([O:9][C:10]([C:12]1([C:19]3[CH:24]=[CH:23][CH:22]=[CH:21][CH:20]=3)[CH2:18][CH2:17][CH2:16][CH2:15][CH2:14][CH2:13]1)=[O:11])[CH2:2]2.[Br:25][CH2:26][C:27]([NH:29][C:30]1[CH:35]=[CH:34][CH:33]=[CH:32][N:31]=1)=[O:28], predict the reaction product. (4) Given the reactants [F:1][C:2]1[C:11]([C:12]2[CH:17]=[CH:16][CH:15]=[C:14]([F:18])[CH:13]=2)=[CH:10][CH:9]=[C:8]([F:19])[C:3]=1[C:4]([O:6]C)=[O:5].CO.[OH-].[Na+], predict the reaction product. The product is: [F:1][C:2]1[C:11]([C:12]2[CH:17]=[CH:16][CH:15]=[C:14]([F:18])[CH:13]=2)=[CH:10][CH:9]=[C:8]([F:19])[C:3]=1[C:4]([OH:6])=[O:5]. (5) Given the reactants [F:1][C:2]1[CH:10]=[CH:9][CH:8]=[C:7]([F:11])[C:3]=1[C:4](Cl)=[O:5].C([O-])(O)=O.[Na+].Cl.[Cl:18][C:19]1[CH:24]=[CH:23][C:22]([C:25]2([CH3:29])[CH2:27][CH:26]2[NH2:28])=[CH:21][CH:20]=1.CCOC(C)=O, predict the reaction product. The product is: [Cl:18][C:19]1[CH:20]=[CH:21][C:22]([C@@:25]2([CH3:29])[CH2:27][C@H:26]2[NH:28][C:4](=[O:5])[C:3]2[C:2]([F:1])=[CH:10][CH:9]=[CH:8][C:7]=2[F:11])=[CH:23][CH:24]=1.